From a dataset of NCI-60 drug combinations with 297,098 pairs across 59 cell lines. Regression. Given two drug SMILES strings and cell line genomic features, predict the synergy score measuring deviation from expected non-interaction effect. Drug 1: CC1=C(C(CCC1)(C)C)C=CC(=CC=CC(=CC(=O)O)C)C. Drug 2: CC1=C(N=C(N=C1N)C(CC(=O)N)NCC(C(=O)N)N)C(=O)NC(C(C2=CN=CN2)OC3C(C(C(C(O3)CO)O)O)OC4C(C(C(C(O4)CO)O)OC(=O)N)O)C(=O)NC(C)C(C(C)C(=O)NC(C(C)O)C(=O)NCCC5=NC(=CS5)C6=NC(=CS6)C(=O)NCCC[S+](C)C)O. Cell line: RXF 393. Synergy scores: CSS=18.7, Synergy_ZIP=-2.47, Synergy_Bliss=1.92, Synergy_Loewe=-4.93, Synergy_HSA=2.27.